From a dataset of Full USPTO retrosynthesis dataset with 1.9M reactions from patents (1976-2016). Predict the reactants needed to synthesize the given product. Given the product [F:1][C:2]([F:10])([F:11])[C:3]([NH:5][CH2:6][C:7]([O:9][CH2:19]/[C:18](/[C:12]1[CH:17]=[CH:16][CH:15]=[CH:14][CH:13]=1)=[CH:21]/[CH3:22])=[O:8])=[O:4], predict the reactants needed to synthesize it. The reactants are: [F:1][C:2]([F:11])([F:10])[C:3]([NH:5][CH2:6][C:7]([OH:9])=[O:8])=[O:4].[C:12]1(/[C:18](=[CH:21]\[CH3:22])/[CH2:19]O)[CH:17]=[CH:16][CH:15]=[CH:14][CH:13]=1.C1(N=C=NC2CCCCC2)CCCCC1.